From a dataset of Full USPTO retrosynthesis dataset with 1.9M reactions from patents (1976-2016). Predict the reactants needed to synthesize the given product. (1) Given the product [C:1]([C:5]1[CH:9]=[C:8]([NH:10][C:11]([NH:13][C@@H:14]2[C:23]3[C:18](=[CH:19][CH:20]=[CH:21][CH:22]=3)[C@H:17]([O:24][C:25]3[CH:26]=[CH:27][C:28]4[N:29]([C:31]([N:34]([CH:38]([CH3:40])[CH3:39])[CH:35]([CH3:36])[CH3:37])=[N:32][N:33]=4)[CH:30]=3)[CH2:16][CH2:15]2)=[O:12])[N:7]([C:41]2[CH:54]=[CH:53][CH:52]=[C:43]([O:44][CH2:45][CH2:46][N:56]([CH3:57])[CH3:55])[CH:42]=2)[N:6]=1)([CH3:2])([CH3:4])[CH3:3], predict the reactants needed to synthesize it. The reactants are: [C:1]([C:5]1[CH:9]=[C:8]([NH:10][C:11]([NH:13][C@@H:14]2[C:23]3[C:18](=[CH:19][CH:20]=[CH:21][CH:22]=3)[C@H:17]([O:24][C:25]3[CH:26]=[CH:27][C:28]4[N:29]([C:31]([N:34]([CH:38]([CH3:40])[CH3:39])[CH:35]([CH3:37])[CH3:36])=[N:32][N:33]=4)[CH:30]=3)[CH2:16][CH2:15]2)=[O:12])[N:7]([C:41]2[CH:42]=[C:43]([CH:52]=[CH:53][CH:54]=2)[O:44][CH2:45][CH2:46]OS(C)(=O)=O)[N:6]=1)([CH3:4])([CH3:3])[CH3:2].[CH3:55][NH:56][CH3:57]. (2) Given the product [CH2:1]([O:8][CH2:9][CH2:10][N:11]1[C:17](=[O:18])[C@@H:16]([NH:19][C:20](=[O:27])[C:21]([CH3:25])([CH3:26])[C:22]([NH:39][CH2:38][C:37]([F:44])([F:36])[C:40]([F:43])([F:42])[F:41])=[O:23])[C:15]2[CH:28]=[CH:29][CH:30]=[CH:31][C:14]=2[C:13]2[CH:32]=[CH:33][CH:34]=[CH:35][C:12]1=2)[C:2]1[CH:7]=[CH:6][CH:5]=[CH:4][CH:3]=1, predict the reactants needed to synthesize it. The reactants are: [CH2:1]([O:8][CH2:9][CH2:10][N:11]1[C:17](=[O:18])[C@@H:16]([NH:19][C:20](=[O:27])[C:21]([CH3:26])([CH3:25])[C:22](O)=[O:23])[C:15]2[CH:28]=[CH:29][CH:30]=[CH:31][C:14]=2[C:13]2[CH:32]=[CH:33][CH:34]=[CH:35][C:12]1=2)[C:2]1[CH:7]=[CH:6][CH:5]=[CH:4][CH:3]=1.[F:36][C:37]([F:44])([C:40]([F:43])([F:42])[F:41])[CH2:38][NH2:39]. (3) Given the product [O:1]1[C:5]2[CH:6]=[CH:7][CH:8]=[CH:9][C:4]=2[N:3]=[C:2]1[N:10]([CH2:23][C:24]1[CH:25]=[C:26]([O:30][C@@H:32]2[CH2:37][CH2:36][O:35][C:33]2=[O:34])[CH:27]=[CH:28][CH:29]=1)[CH2:11][CH2:12][CH2:13][O:14][C:15]1[CH:20]=[CH:19][C:18]([O:21][CH3:22])=[CH:17][CH:16]=1, predict the reactants needed to synthesize it. The reactants are: [O:1]1[C:5]2[CH:6]=[CH:7][CH:8]=[CH:9][C:4]=2[N:3]=[C:2]1[N:10]([CH2:23][C:24]1[CH:29]=[CH:28][CH:27]=[C:26]([OH:30])[CH:25]=1)[CH2:11][CH2:12][CH2:13][O:14][C:15]1[CH:20]=[CH:19][C:18]([O:21][CH3:22])=[CH:17][CH:16]=1.O[C@H:32]1[CH2:37][CH2:36][O:35][C:33]1=[O:34].C1(P(C2C=CC=CC=2)C2C=CC=CC=2)C=CC=CC=1.N(C(OC(C)(C)C)=O)=NC(OC(C)(C)C)=O. (4) Given the product [F:52][C:53]1[CH:58]=[CH:57][C:56]([NH:59][CH:60]2[CH2:65][CH2:64][N:63]([C:22](=[O:23])[CH:21]([C:18]3[CH:17]=[CH:16][C:15]([CH2:14][N:11]4[CH2:12][C@H:13]([CH3:27])[N:8]([C:6]([O:5][C:2]([CH3:4])([CH3:1])[CH3:3])=[O:7])[C@H:9]([CH3:26])[CH2:10]4)=[CH:20][CH:19]=3)[CH3:25])[CH2:62][CH2:61]2)=[CH:55][CH:54]=1, predict the reactants needed to synthesize it. The reactants are: [CH3:1][C:2]([O:5][C:6]([N:8]1[CH2:13][CH2:12][N:11]([CH2:14][C:15]2[CH:20]=[CH:19][C:18]([CH:21]([CH3:25])[C:22](O)=[O:23])=[CH:17][CH:16]=2)[CH2:10][C@@H:9]1[CH3:26])=[O:7])([CH3:4])[CH3:3].[CH2:27]1CCC(N=C=NC2CCCCC2)CC1.ON1C2C=CC=CC=2N=N1.[F:52][C:53]1[CH:58]=[CH:57][C:56]([NH:59][CH:60]2[CH2:65][CH2:64][NH:63][CH2:62][CH2:61]2)=[CH:55][CH:54]=1.C(O)C(N)(CO)CO.[N-]=C=O. (5) Given the product [ClH:20].[Br:29][C:30]1[CH:37]=[CH:36][C:33]([CH2:34][N:18]([C:21]2[CH:26]=[CH:25][C:24]([C:27]#[N:28])=[CH:23][N:22]=2)[CH2:17][CH2:16][C:14]2[N:15]=[C:11]([S:10][C:7]([CH3:8])([CH3:9])[C:6]([OH:5])=[O:19])[S:12][CH:13]=2)=[CH:32][CH:31]=1, predict the reactants needed to synthesize it. The reactants are: C([O:5][C:6](=[O:19])[C:7]([S:10][C:11]1[S:12][CH:13]=[C:14]([CH2:16][CH2:17][NH2:18])[N:15]=1)([CH3:9])[CH3:8])(C)(C)C.[Cl:20][C:21]1[CH:26]=[CH:25][C:24]([C:27]#[N:28])=[CH:23][N:22]=1.[Br:29][C:30]1[CH:37]=[CH:36][C:33]([CH2:34]Br)=[CH:32][CH:31]=1.FC(F)(F)C(O)=O. (6) Given the product [C:28]([OH:33])(=[O:34])[CH2:29][CH2:30][C:31]([OH:5])=[O:32].[C:28]([OH:33])(=[O:34])[CH2:29][CH2:30][C:31]([OH:5])=[O:32].[C:28]([OH:33])(=[O:34])[CH2:29][CH2:30][C:31]([OH:5])=[O:32].[Cl:1][CH2:2][C@@H:3]([OH:27])[CH2:4][O:5][C:6]1[CH:7]=[CH:8][C:9]([C:12]([C:15]2[CH:16]=[CH:17][C:18]([O:19][CH2:20][C@@H:21]([OH:24])[CH2:22][OH:23])=[CH:25][CH:26]=2)([CH3:14])[CH3:13])=[CH:10][CH:11]=1, predict the reactants needed to synthesize it. The reactants are: [Cl:1][CH2:2][C@@H:3]([OH:27])[CH2:4][O:5][C:6]1[CH:11]=[CH:10][C:9]([C:12]([C:15]2[CH:26]=[CH:25][C:18]([O:19][CH2:20][C@H:21]([OH:24])[CH2:22][OH:23])=[CH:17][CH:16]=2)([CH3:14])[CH3:13])=[CH:8][CH:7]=1.[C:28]1(=[O:34])[O:33][C:31](=[O:32])[CH2:30][CH2:29]1. (7) Given the product [NH2:20][C@@H:18]([CH3:19])[C@@H:17]([C:14]1[CH:15]=[CH:16][C:11]([O:10][CH2:3][C:4]2[CH:5]=[CH:6][CH:7]=[CH:8][CH:9]=2)=[C:12]([NH:28][S:29]([CH3:32])(=[O:31])=[O:30])[CH:13]=1)[OH:27], predict the reactants needed to synthesize it. The reactants are: [OH-].[Na+].[CH2:3]([O:10][C:11]1[CH:16]=[CH:15][C:14]([C@@H:17]([OH:27])[C@@H:18]([NH:20]C(=O)C(F)(F)F)[CH3:19])=[CH:13][C:12]=1[NH:28][S:29]([CH3:32])(=[O:31])=[O:30])[C:4]1[CH:9]=[CH:8][CH:7]=[CH:6][CH:5]=1.Cl. (8) The reactants are: Cl.O1CCOCC1.[CH3:8][C:9]1([N:21]2[CH2:26][CH2:25][CH:24]([N:27]3[C:31]4[CH:32]=[C:33]([CH3:36])[CH:34]=[CH:35][C:30]=4[NH:29][C:28]3=[O:37])[CH2:23][CH2:22]2)[CH2:13][CH2:12][N:11](C(OC(C)(C)C)=O)[CH2:10]1. Given the product [CH3:36][C:33]1[CH:34]=[CH:35][C:30]2[NH:29][C:28](=[O:37])[N:27]([CH:24]3[CH2:23][CH2:22][N:21]([C:9]4([CH3:8])[CH2:13][CH2:12][NH:11][CH2:10]4)[CH2:26][CH2:25]3)[C:31]=2[CH:32]=1, predict the reactants needed to synthesize it.